From a dataset of Forward reaction prediction with 1.9M reactions from USPTO patents (1976-2016). Predict the product of the given reaction. (1) Given the reactants [CH3:1][N:2]([CH3:10])[C:3]1[CH:8]=[CH:7][C:6]([NH2:9])=[CH:5][CH:4]=1.CO.[S:13]([O-])([O-:16])(=[O:15])=[S:14].[Na+].[Na+].S(OOS([O-])(=O)=O)([O-])(=O)=O.[Na+].[Na+], predict the reaction product. The product is: [NH2:9][C:6]1[CH:7]=[CH:8][C:3]([N:2]([CH3:10])[CH3:1])=[CH:4][C:5]=1[S:13]([OH:16])(=[O:15])=[S:14]. (2) The product is: [N:21]([CH2:2][CH2:3][CH2:4][CH2:5][N:6]([CH3:20])[C:7]([N:9]1[CH:13]=[C:12]([C:14]2[CH:19]=[CH:18][CH:17]=[CH:16][CH:15]=2)[N:11]=[CH:10]1)=[O:8])=[N+:22]=[N-:23]. Given the reactants Cl[CH2:2][CH2:3][CH2:4][CH2:5][N:6]([CH3:20])[C:7]([N:9]1[CH:13]=[C:12]([C:14]2[CH:19]=[CH:18][CH:17]=[CH:16][CH:15]=2)[N:11]=[CH:10]1)=[O:8].[N-:21]=[N+:22]=[N-:23].C([N+](CCCC)(CCCC)CCCC)CCC, predict the reaction product. (3) Given the reactants [CH3:1][C:2]1[CH:7]=[C:6]([O:8][CH:9]([C:14]2[CH:15]=[C:16]([C:20]3[CH:25]=[CH:24][C:23]([C:26]([F:29])([F:28])[F:27])=[CH:22][CH:21]=3)[CH:17]=[CH:18][CH:19]=2)[CH2:10][CH2:11][CH2:12][CH3:13])[CH:5]=[CH:4][C:3]=1[O:30][CH2:31][C:32]([O:34]CC)=[O:33].O.[OH-].[Na+].Cl, predict the reaction product. The product is: [CH3:1][C:2]1[CH:7]=[C:6]([O:8][CH:9]([C:14]2[CH:15]=[C:16]([C:20]3[CH:25]=[CH:24][C:23]([C:26]([F:27])([F:28])[F:29])=[CH:22][CH:21]=3)[CH:17]=[CH:18][CH:19]=2)[CH2:10][CH2:11][CH2:12][CH3:13])[CH:5]=[CH:4][C:3]=1[O:30][CH2:31][C:32]([OH:34])=[O:33]. (4) Given the reactants [NH2:1][C@H:2]([C@@H:6]([OH:10])[CH:7]([CH3:9])[CH3:8])[C:3]([OH:5])=[O:4].C([O-])(O)=O.[Na+].[C:16](=O)([O-:37])[O:17][C:18]1C(C)=C(C2C=CC(C3C=CC=CC=3)=CC=2)C=CN=1.[C:39]1([C:45]2[CH:50]=[CH:49][C:48](C3C=CN(C([O-])=O)C(=O)C=3C)=[CH:47][CH:46]=2)[CH:44]=[CH:43][CH:42]=[CH:41][CH:40]=1, predict the reaction product. The product is: [OH:10][C@@H:6]([CH:7]([CH3:9])[CH3:8])[C@@H:2]([N:1]([C:48]1[CH:47]=[CH:46][C:45]([C:39]2[CH:40]=[CH:41][CH:42]=[CH:43][CH:44]=2)=[CH:50][CH:49]=1)[C:16]([O:17][CH3:18])=[O:37])[C:3]([OH:5])=[O:4]. (5) Given the reactants CC1(C)C(C)(C)OB([C:9]2[CH:10]=[C:11]([CH:16]=[CH:17][CH:18]=2)[C:12]([O:14][CH3:15])=[O:13])O1.[CH3:20][CH:21]([O:23][C:24](=[O:41])[NH:25][C@H:26]1[C:35]2[C:30](=[CH:31][CH:32]=[C:33](Br)[CH:34]=2)[N:29]([C:37](=[O:39])[CH3:38])[C@@H:28]([CH3:40])[CH2:27]1)[CH3:22].C([O-])(O)=O.[Na+], predict the reaction product. The product is: [C:37]([N:29]1[C:30]2[C:35](=[CH:34][C:33]([C:9]3[CH:10]=[C:11]([CH:16]=[CH:17][CH:18]=3)[C:12]([O:14][CH3:15])=[O:13])=[CH:32][CH:31]=2)[C@H:26]([NH:25][C:24]([O:23][CH:21]([CH3:22])[CH3:20])=[O:41])[CH2:27][C@@H:28]1[CH3:40])(=[O:39])[CH3:38]. (6) Given the reactants B.[CH2:2]=[C:3]1[CH2:9][O:8][CH2:7][CH2:6][N:5]([C:10]([O:12][C:13]([CH3:16])([CH3:15])[CH3:14])=[O:11])[CH2:4]1.[OH-:17].[Na+].OO, predict the reaction product. The product is: [OH:17][CH2:2][CH:3]1[CH2:9][O:8][CH2:7][CH2:6][N:5]([C:10]([O:12][C:13]([CH3:16])([CH3:15])[CH3:14])=[O:11])[CH2:4]1. (7) The product is: [Br:1][C:2]1[CH:14]=[CH:13][C:12]([F:15])=[CH:11][C:3]=1[O:4][CH:5]1[CH2:6][CH2:7][N:8]([C:17]2[N:18]=[CH:19][C:20]([C:23]([O:25][CH3:26])=[O:24])=[N:21][CH:22]=2)[CH2:9][CH2:10]1. Given the reactants [Br:1][C:2]1[CH:14]=[CH:13][C:12]([F:15])=[CH:11][C:3]=1[O:4][CH:5]1[CH2:10][CH2:9][NH:8][CH2:7][CH2:6]1.Cl[C:17]1[N:18]=[CH:19][C:20]([C:23]([O:25][CH3:26])=[O:24])=[N:21][CH:22]=1.C(=O)([O-])[O-].[K+].[K+], predict the reaction product. (8) The product is: [O:1]=[S:2]1(=[O:23])[CH2:6][CH2:5][CH2:4][N:3]1[C:7]1[CH:8]=[CH:9][C:10]([C:13]23[CH2:21][CH:17]4[CH2:16][C:15]([NH:22][CH2:31][C:32]([N:34]5[CH2:38][C@@H:37]([F:39])[CH2:36][C@H:35]5[C:40]#[N:41])=[O:33])([CH2:14]2)[CH:19]([CH2:18]4)[CH2:20]3)=[CH:11][CH:12]=1. Given the reactants [O:1]=[S:2]1(=[O:23])[CH2:6][CH2:5][CH2:4][N:3]1[C:7]1[CH:12]=[CH:11][C:10]([C:13]23[CH2:21][CH:17]4[CH2:18][CH:19]([CH2:20]2)[C:15]([NH2:22])([CH2:16]4)[CH2:14]3)=[CH:9][CH:8]=1.C([O-])([O-])=O.[K+].[K+].Cl[CH2:31][C:32]([N:34]1[CH2:38][C@@H:37]([F:39])[CH2:36][C@H:35]1[C:40]#[N:41])=[O:33], predict the reaction product. (9) The product is: [NH2:50][C:46]1[N:45]=[CH:44][N:43]=[C:42]2[C:47]=1[N:48]=[CH:49][N:41]2[C@@H:33]1[CH2:32][C@H:31]([CH2:30][N:26]([CH:24]2[CH2:25][CH:22]([CH2:21][CH2:20][C:18]3[NH:17][C:16]4[CH:62]=[CH:63][C:13]([C:9]([CH3:12])([CH3:11])[CH3:10])=[CH:14][C:15]=4[N:19]=3)[CH2:23]2)[CH:27]([CH3:28])[CH3:29])[C@@H:35]([OH:36])[C@H:34]1[OH:38]. Given the reactants FC(F)(F)C(O)=O.O.[C:9]([C:13]1[CH:63]=[CH:62][C:16]2[NH:17][C:18]([CH2:20][CH2:21][CH:22]3[CH2:25][CH:24]([N:26]([CH2:30][C@@H:31]4[C@H:35]5[O:36]C(C)(C)[O:38][C@H:34]5[C@H:33]([N:41]5[CH:49]=[N:48][C:47]6[C:42]5=[N:43][CH:44]=[N:45][C:46]=6[NH:50]CC5C=CC(OC)=CC=5OC)[CH2:32]4)[CH:27]([CH3:29])[CH3:28])[CH2:23]3)=[N:19][C:15]=2[CH:14]=1)([CH3:12])([CH3:11])[CH3:10].C([SiH](CC)CC)C.C([O-])([O-])=O.[K+].[K+], predict the reaction product.